Dataset: Full USPTO retrosynthesis dataset with 1.9M reactions from patents (1976-2016). Task: Predict the reactants needed to synthesize the given product. The reactants are: [H-].[Na+].[CH3:3][O:4][C:5](=[O:36])[C:6]1[CH:11]=[C:10]([NH:12][C:13]2[CH:18]=[CH:17][CH:16]=[CH:15][CH:14]=2)[CH:9]=[C:8]([C:19](=[O:35])[C:20]2[CH:25]=[CH:24][C:23]([N:26]([C:28]3[CH:33]=[CH:32][C:31]([Cl:34])=[CH:30][CH:29]=3)[CH3:27])=[CH:22][CH:21]=2)[CH:7]=1.[CH3:37]I. Given the product [CH3:3][O:4][C:5](=[O:36])[C:6]1[CH:11]=[C:10]([N:12]([CH3:37])[C:13]2[CH:14]=[CH:15][CH:16]=[CH:17][CH:18]=2)[CH:9]=[C:8]([C:19](=[O:35])[C:20]2[CH:25]=[CH:24][C:23]([N:26]([C:28]3[CH:29]=[CH:30][C:31]([Cl:34])=[CH:32][CH:33]=3)[CH3:27])=[CH:22][CH:21]=2)[CH:7]=1, predict the reactants needed to synthesize it.